Regression/Classification. Given a drug SMILES string, predict its absorption, distribution, metabolism, or excretion properties. Task type varies by dataset: regression for continuous measurements (e.g., permeability, clearance, half-life) or binary classification for categorical outcomes (e.g., BBB penetration, CYP inhibition). Dataset: pgp_broccatelli. From a dataset of P-glycoprotein inhibition data for predicting drug efflux from Broccatelli et al.. The drug is COc1c2c(cc3oc(-c4ccccc4)cc(=O)c13)OC(c1ccccc1)(c1ccccc1)O2. The result is 1 (inhibitor).